Task: Predict the reactants needed to synthesize the given product.. Dataset: Full USPTO retrosynthesis dataset with 1.9M reactions from patents (1976-2016) (1) Given the product [C:16]([NH:15][C:13]1[N:14]=[C:9]2[CH:8]=[CH:7][C:6]([O:5][C:4]3[CH:19]=[CH:20][C:21]([CH3:22])=[C:2]([NH:1][C:29]([C:28]4[N:24]([CH3:23])[N:25]=[C:26]([CH3:32])[CH:27]=4)=[O:30])[CH:3]=3)=[N:11][N:10]2[CH:12]=1)(=[O:18])[CH3:17], predict the reactants needed to synthesize it. The reactants are: [NH2:1][C:2]1[CH:3]=[C:4]([CH:19]=[CH:20][C:21]=1[CH3:22])[O:5][C:6]1[CH:7]=[CH:8][C:9]2[N:10]([CH:12]=[C:13]([NH:15][C:16](=[O:18])[CH3:17])[N:14]=2)[N:11]=1.[CH3:23][N:24]1[C:28]([C:29](Cl)=[O:30])=[CH:27][C:26]([CH3:32])=[N:25]1. (2) Given the product [OH:21][C:20]1[CH:19]=[CH:18][C:17]([C:22]2[N:26]3[CH:27]=[CH:28][N:29]=[C:30]([NH:31][CH2:32][C:33]4[CH:38]=[CH:37][C:36]([S:39](=[O:40])(=[O:41])[NH2:42])=[CH:35][CH:34]=4)[C:25]3=[N:24][CH:23]=2)=[CH:16][C:15]=1[C:13]([NH2:14])=[O:4], predict the reactants needed to synthesize it. The reactants are: FC(F)(F)C(O)=[O:4].S(=O)(=O)(O)O.[C:13]([C:15]1[CH:16]=[C:17]([C:22]2[N:26]3[CH:27]=[CH:28][N:29]=[C:30]([NH:31][CH2:32][C:33]4[CH:38]=[CH:37][C:36]([S:39]([NH2:42])(=[O:41])=[O:40])=[CH:35][CH:34]=4)[C:25]3=[N:24][CH:23]=2)[CH:18]=[CH:19][C:20]=1[OH:21])#[N:14].C(=O)([O-])[O-].[Na+].[Na+]. (3) Given the product [F:32][C:28]1[CH:27]=[C:26]([CH:31]=[CH:30][CH:29]=1)[CH2:25][N:21]1[C:22]2[C:18](=[CH:17][C:16]([NH:15][C:13]3[C:14]4[N:6]([CH2:5][CH2:4][NH:3][C:36](=[O:37])[CH2:35][C:34]([OH:33])([CH3:40])[CH3:39])[CH:7]=[CH:8][C:9]=4[N:10]=[CH:11][N:12]=3)=[CH:24][CH:23]=2)[CH:19]=[CH:20]1, predict the reactants needed to synthesize it. The reactants are: Cl.Cl.[NH2:3][CH2:4][CH2:5][N:6]1[C:14]2[C:13]([NH:15][C:16]3[CH:17]=[C:18]4[C:22](=[CH:23][CH:24]=3)[N:21]([CH2:25][C:26]3[CH:31]=[CH:30][CH:29]=[C:28]([F:32])[CH:27]=3)[CH:20]=[CH:19]4)=[N:12][CH:11]=[N:10][C:9]=2[CH:8]=[CH:7]1.[OH:33][C:34]([CH3:40])([CH3:39])[CH2:35][C:36](O)=[O:37].Cl.C(N=C=NCCCN(C)C)C.ON1C2C=CC=CC=2N=N1. (4) Given the product [C:12]1([C:18]([C:23]2[CH:28]=[CH:27][CH:26]=[CH:25][CH:24]=2)([CH3:22])[C:19]([O:21][CH3:1])=[O:20])[CH:13]=[CH:14][CH:15]=[CH:16][CH:17]=1, predict the reactants needed to synthesize it. The reactants are: [CH2:1]1CCN2C(=NCCC2)CC1.[C:12]1([C:18]([C:23]2[CH:28]=[CH:27][CH:26]=[CH:25][CH:24]=2)([CH3:22])[C:19]([OH:21])=[O:20])[CH:17]=[CH:16][CH:15]=[CH:14][CH:13]=1.CI. (5) The reactants are: [CH:1]1([C:4]2[N:13]=[C:12](N3CCN(C4C=CC(F)=CC=4OC)CC3)[C:11]3[C:6](=[CH:7][C:8]([O:31][CH3:32])=[C:9]([O:29][CH3:30])[CH:10]=3)[N:5]=2)[CH2:3][CH2:2]1.FC1C=CC(N2CCNCC2)=C(OC)C=1.[Cl:48][C:49]1[CH:50]=[CH:51][C:52]([N:57]2[CH2:62][CH2:61][NH:60][CH2:59][CH2:58]2)=[C:53]([CH:56]=1)[C:54]#[N:55]. Given the product [Cl:48][C:49]1[CH:50]=[CH:51][C:52]([N:57]2[CH2:58][CH2:59][N:60]([C:12]3[C:11]4[C:6](=[CH:7][C:8]([O:31][CH3:32])=[C:9]([O:29][CH3:30])[CH:10]=4)[N:5]=[C:4]([CH:1]4[CH2:3][CH2:2]4)[N:13]=3)[CH2:61][CH2:62]2)=[C:53]([CH:56]=1)[C:54]#[N:55], predict the reactants needed to synthesize it. (6) Given the product [Cl:5][C:6]1[C:7]([CH2:35][N:36]2[CH2:37][CH2:38][N:39]([CH2:2][C:3]#[N:4])[CH2:40][CH2:41]2)=[C:8]([C:31]([F:34])([F:32])[F:33])[CH:9]=[C:10]2[C:15]=1[NH:14][C:13](=[O:16])[N:12]([CH2:17][C:18]1[CH:23]=[C:22]([Cl:24])[CH:21]=[CH:20][C:19]=1[S:25]([CH2:28][CH3:29])(=[O:27])=[O:26])[C:11]2=[O:30], predict the reactants needed to synthesize it. The reactants are: I[CH2:2][C:3]#[N:4].[Cl:5][C:6]1[C:7]([CH2:35][N:36]2[CH2:41][CH2:40][NH:39][CH2:38][CH2:37]2)=[C:8]([C:31]([F:34])([F:33])[F:32])[CH:9]=[C:10]2[C:15]=1[NH:14][C:13](=[O:16])[N:12]([CH2:17][C:18]1[CH:23]=[C:22]([Cl:24])[CH:21]=[CH:20][C:19]=1[S:25]([CH2:28][CH3:29])(=[O:27])=[O:26])[C:11]2=[O:30].CCN(C(C)C)C(C)C.C(OCC)(=O)C. (7) Given the product [CH3:13][O:12][C:3]1[CH:4]=[C:5]2[C:9]([C:8](=[O:11])[CH2:7][CH2:6]2)=[CH:10][C:2]=1[O:1][CH2:21][CH2:22][CH2:23][C:24]([O:26][CH2:27][CH3:28])=[O:25], predict the reactants needed to synthesize it. The reactants are: [OH:1][C:2]1[CH:10]=[C:9]2[C:5]([CH2:6][CH2:7][C:8]2=[O:11])=[CH:4][C:3]=1[O:12][CH3:13].C(=O)([O-])[O-].[K+].[K+].Br[CH2:21][CH2:22][CH2:23][C:24]([O:26][CH2:27][CH3:28])=[O:25]. (8) The reactants are: C([O:8][C:9]1[C:18]([O:19][CH3:20])=[C:17]2[C:12]([C:13](=[O:31])[C:14]([C:24]3[CH:29]=[CH:28][C:27]([Cl:30])=[CH:26][CH:25]=3)=[C:15]([CH:21]([CH3:23])[CH3:22])[O:16]2)=[CH:11][CH:10]=1)C1C=CC=CC=1. Given the product [Cl:30][C:27]1[CH:26]=[CH:25][C:24]([C:14]2[C:13](=[O:31])[C:12]3[C:17](=[C:18]([O:19][CH3:20])[C:9]([OH:8])=[CH:10][CH:11]=3)[O:16][C:15]=2[CH:21]([CH3:23])[CH3:22])=[CH:29][CH:28]=1, predict the reactants needed to synthesize it.